This data is from Forward reaction prediction with 1.9M reactions from USPTO patents (1976-2016). The task is: Predict the product of the given reaction. (1) Given the reactants [C:1]1([CH:7]([C:36]2[CH:41]=[CH:40][CH:39]=[CH:38][CH:37]=2)[N:8]2[CH:13]=[CH:12][CH:11]=[C:10]([C:14]([NH:16][C@@H:17]([CH2:23][CH2:24][CH2:25][NH:26][C:27](=[NH:34])[CH2:28][C:29]([O:31]CC)=[O:30])[C:18]([O:20]CC)=[O:19])=[O:15])[C:9]2=[O:35])[CH:6]=[CH:5][CH:4]=[CH:3][CH:2]=1.[C:42]([OH:48])([C:44]([F:47])([F:46])[F:45])=[O:43], predict the reaction product. The product is: [C:29]([CH2:28][C:27]([NH:26][CH2:25][CH2:24][CH2:23][C@H:17]([NH:16][C:14]([C:10]1[C:9](=[O:35])[N:8]([CH:7]([C:1]2[CH:6]=[CH:5][CH:4]=[CH:3][CH:2]=2)[C:36]2[CH:37]=[CH:38][CH:39]=[CH:40][CH:41]=2)[CH:13]=[CH:12][CH:11]=1)=[O:15])[C:18]([OH:20])=[O:19])=[NH:34])([OH:31])=[O:30].[C:42]([OH:48])([C:44]([F:47])([F:46])[F:45])=[O:43]. (2) Given the reactants [CH2:1]([O:8][CH2:9][C:10]1[C@@H:11]([O:49][CH2:50][C:51]2[CH:56]=[CH:55][CH:54]=[CH:53][CH:52]=2)[C@H:12]([O:41][CH2:42][C:43]2[CH:48]=[CH:47][CH:46]=[CH:45][CH:44]=2)[C@@H:13]([O:33][CH2:34][C:35]2[CH:40]=[CH:39][CH:38]=[CH:37][CH:36]=2)[C@H:14]([O:16][C:17]2[CH:22]=[CH:21][C:20]([Cl:23])=[CH:19][C:18]=2[CH2:24][C:25]2[CH:30]=[CH:29][C:28]([CH2:31][CH3:32])=[CH:27][CH:26]=2)[CH:15]=1)[C:2]1[CH:7]=[CH:6][CH:5]=[CH:4][CH:3]=1.[OH:57]O.[OH-].[Na+], predict the reaction product. The product is: [CH2:50]([O:49][C@H:11]1[C@H:12]([O:41][CH2:42][C:43]2[CH:44]=[CH:45][CH:46]=[CH:47][CH:48]=2)[C@@H:13]([O:33][CH2:34][C:35]2[CH:36]=[CH:37][CH:38]=[CH:39][CH:40]=2)[C@H:14]([O:16][C:17]2[CH:22]=[CH:21][C:20]([Cl:23])=[CH:19][C:18]=2[CH2:24][C:25]2[CH:30]=[CH:29][C:28]([CH2:31][CH3:32])=[CH:27][CH:26]=2)[C@@H:15]([OH:57])[C@@H:10]1[CH2:9][O:8][CH2:1][C:2]1[CH:7]=[CH:6][CH:5]=[CH:4][CH:3]=1)[C:51]1[CH:52]=[CH:53][CH:54]=[CH:55][CH:56]=1.